Dataset: Catalyst prediction with 721,799 reactions and 888 catalyst types from USPTO. Task: Predict which catalyst facilitates the given reaction. (1) Reactant: [OH:1][C:2]1[C:11]2[C:6](=[C:7]([O:12][CH3:13])[CH:8]=[CH:9][CH:10]=2)[N:5]([CH3:14])[C:4](=[O:15])[C:3]=1[C:16]([O:18]C)=O.Cl.[CH3:21][O:22][C:23](=[O:27])[C@H:24]([CH3:26])[NH2:25]. Product: [OH:1][C:2]1[C:11]2[C:6](=[C:7]([O:12][CH3:13])[CH:8]=[CH:9][CH:10]=2)[N:5]([CH3:14])[C:4](=[O:15])[C:3]=1[C:16]([NH:25][C@@H:24]([CH3:26])[C:23]([O:22][CH3:21])=[O:27])=[O:18]. The catalyst class is: 12. (2) Reactant: [F:1][C:2]1[CH:15]=[CH:14][CH:13]=[C:12]([F:16])[C:3]=1[C:4]([NH:6][C:7]1[CH:11]=[CH:10][NH:9][N:8]=1)=[O:5].C(=O)([O-])[O-].[K+].[K+].Br[CH2:24][C:25]1[C:30]([O:31][CH2:32][C:33]2[CH:38]=[CH:37][CH:36]=[CH:35][CH:34]=2)=[CH:29][CH:28]=[CH:27][C:26]=1[Cl:39]. Product: [Cl:39][C:26]1[CH:27]=[CH:28][CH:29]=[C:30]([O:31][CH2:32][C:33]2[CH:34]=[CH:35][CH:36]=[CH:37][CH:38]=2)[C:25]=1[CH2:24][N:9]1[CH:10]=[CH:11][C:7]([NH:6][C:4](=[O:5])[C:3]2[C:12]([F:16])=[CH:13][CH:14]=[CH:15][C:2]=2[F:1])=[N:8]1. The catalyst class is: 3. (3) Reactant: [CH2:1]([Li])CCC.CCCCCC.[C:12]1([C:18]2[C:22]([C:23]3[CH:28]=[CH:27][CH:26]=[CH:25][CH:24]=3)=[C:21]([CH3:29])[O:20][N:19]=2)[CH:17]=[CH:16][CH:15]=[CH:14][CH:13]=1.CI.[NH4+].[Cl-]. Product: [C:12]1([C:18]2[C:22]([C:23]3[CH:24]=[CH:25][CH:26]=[CH:27][CH:28]=3)=[C:21]([CH2:29][CH3:1])[O:20][N:19]=2)[CH:17]=[CH:16][CH:15]=[CH:14][CH:13]=1. The catalyst class is: 1. (4) Reactant: [CH:1]1[C:10]2[C:5](=[CH:6][CH:7]=[C:8]([OH:11])[CH:9]=2)[CH:4]=[CH:3][C:2]=1[OH:12].[C:13]([O-])([O-])=O.[K+].[K+].IC. Product: [CH3:13][O:12][C:2]1[CH:1]=[C:10]2[C:5]([CH:6]=[CH:7][C:8]([OH:11])=[CH:9]2)=[CH:4][CH:3]=1. The catalyst class is: 21. (5) Reactant: [F:1][C:2]1[CH:7]=[CH:6][C:5]([CH2:8][N+:9]([O-:11])=[O:10])=[CH:4][CH:3]=1.[CH:12](=NCCCC)[C:13]1[CH:18]=[CH:17][CH:16]=[CH:15][CH:14]=1. Product: [F:1][C:2]1[CH:3]=[CH:4][C:5]([C:8]([N+:9]([O-:11])=[O:10])=[CH:12][C:13]2[CH:18]=[CH:17][CH:16]=[CH:15][CH:14]=2)=[CH:6][CH:7]=1. The catalyst class is: 15. (6) Reactant: [CH3:1][CH:2]1[CH2:7][CH2:6][CH2:5][CH2:4][N:3]1[CH2:8][C:9]1[N:10]=[C:11]([C:14]2[CH:19]=[CH:18][C:17]([C:20]3[CH:21]=[N:22][CH:23]=[CH:24][CH:25]=3)=[CH:16][CH:15]=2)[O:12][CH:13]=1.[ClH:26]. Product: [ClH:26].[ClH:26].[CH3:1][CH:2]1[CH2:7][CH2:6][CH2:5][CH2:4][N:3]1[CH2:8][C:9]1[N:10]=[C:11]([C:14]2[CH:19]=[CH:18][C:17]([C:20]3[CH:21]=[N:22][CH:23]=[CH:24][CH:25]=3)=[CH:16][CH:15]=2)[O:12][CH:13]=1. The catalyst class is: 268.